This data is from Forward reaction prediction with 1.9M reactions from USPTO patents (1976-2016). The task is: Predict the product of the given reaction. Given the reactants CO[N:3]=[CH:4][C:5]1[CH:21]=[CH:20][C:8]2[CH2:9][CH2:10][N:11]([C:14](=[O:19])[C:15]([F:18])([F:17])[F:16])[CH2:12][CH2:13][C:7]=2[CH:6]=1.[ClH:22], predict the reaction product. The product is: [ClH:22].[F:18][C:15]([F:16])([F:17])[C:14]([N:11]1[CH2:10][CH2:9][C:8]2[CH:20]=[CH:21][C:5]([CH2:4][NH2:3])=[CH:6][C:7]=2[CH2:13][CH2:12]1)=[O:19].